The task is: Predict the product of the given reaction.. This data is from Forward reaction prediction with 1.9M reactions from USPTO patents (1976-2016). (1) The product is: [CH3:19][O:18][C:11]1[CH:12]=[CH:13][CH:14]=[C:15]([O:16][CH3:17])[C:10]=1[CH:2]([NH:1][CH2:39][C:31]1[CH:30]=[N:29][C:38]2[C:33]([CH:32]=1)=[CH:34][CH:35]=[CH:36][CH:37]=2)[CH2:3][CH2:4][CH2:5][C:6]([O:8][CH3:9])=[O:7]. Given the reactants [NH2:1][CH:2]([C:10]1[C:15]([O:16][CH3:17])=[CH:14][CH:13]=[CH:12][C:11]=1[O:18][CH3:19])[CH2:3][CH2:4][CH2:5][C:6]([O:8][CH3:9])=[O:7].CCN(C(C)C)C(C)C.[N:29]1[C:38]2[C:33](=[CH:34][CH:35]=[CH:36][CH:37]=2)[CH:32]=[C:31]([CH:39]=O)[CH:30]=1.[BH-](OC(C)=O)(OC(C)=O)OC(C)=O.[Na+].C([O-])(O)=O.[Na+], predict the reaction product. (2) Given the reactants [OH-:1].[K+].[NH2:3][C:4]1C=[CH:10][C:9]([S:12]([CH3:15])(=[O:14])=[O:13])=[CH:8][C:5]=1C#N.[CH2:16]([OH:19])[CH2:17]O, predict the reaction product. The product is: [NH2:3][C:4]1[CH:5]=[CH:8][C:9]([S:12]([CH3:15])(=[O:14])=[O:13])=[CH:10][C:17]=1[C:16]([OH:19])=[O:1]. (3) Given the reactants [Cl:1][C:2]1[CH:3]=[C:4]([N:24]2[CH:28]=[CH:27][C:26]([C:29](OC)=[O:30])=[N:25]2)[CH:5]=[CH:6][C:7]=1[C:8]([N:10]1[C:16]2[CH:17]=[CH:18][CH:19]=[CH:20][C:15]=2[CH2:14][N:13]2[CH:21]=[CH:22][CH:23]=[C:12]2[CH2:11]1)=[O:9].[BH4-].[Li+], predict the reaction product. The product is: [Cl:1][C:2]1[CH:3]=[C:4]([N:24]2[CH:28]=[CH:27][C:26]([CH2:29][OH:30])=[N:25]2)[CH:5]=[CH:6][C:7]=1[C:8]([N:10]1[C:16]2[CH:17]=[CH:18][CH:19]=[CH:20][C:15]=2[CH2:14][N:13]2[CH:21]=[CH:22][CH:23]=[C:12]2[CH2:11]1)=[O:9]. (4) Given the reactants [NH:1]1[C:9]2[C:4](=[CH:5][CH:6]=[CH:7][CH:8]=2)[CH:3]=[C:2]1[C:10]([OH:12])=[O:11].C([C:15]1[NH:16][C:17]2C(C=1)=CC(N(C)C)=CC=2)C.[Li+].[OH-].Cl, predict the reaction product. The product is: [CH3:15][N:16]([CH3:17])[C:6]1[CH:5]=[C:4]2[C:9](=[CH:8][CH:7]=1)[NH:1][C:2]([C:10]([OH:12])=[O:11])=[CH:3]2. (5) Given the reactants [Cl:1][C:2]1[CH:7]=[CH:6][C:5]([C:8]2[C:13]([F:14])=[CH:12][CH:11]=[CH:10][C:9]=2[F:15])=[CH:4][N:3]=1.[CH:16]([N:19]1[CH2:24][CH2:23][NH:22][CH2:21][CH2:20]1)([CH3:18])[CH3:17], predict the reaction product. The product is: [ClH:1].[ClH:1].[F:15][C:9]1[CH:10]=[CH:11][CH:12]=[C:13]([F:14])[C:8]=1[C:5]1[CH:6]=[CH:7][C:2]([N:22]2[CH2:23][CH2:24][N:19]([CH:16]([CH3:18])[CH3:17])[CH2:20][CH2:21]2)=[N:3][CH:4]=1. (6) Given the reactants [Cl:1][C:2]1[CH:12]=[C:11]([NH:13][C@@H:14]2[CH2:18][CH2:17][CH2:16][C@H:15]2[OH:19])[C:5]([C:6]([O:8]CC)=[O:7])=[CH:4][N:3]=1.[Li+].[OH-], predict the reaction product. The product is: [Cl:1][C:2]1[CH:12]=[C:11]([NH:13][C@@H:14]2[CH2:18][CH2:17][CH2:16][C@H:15]2[OH:19])[C:5]([C:6]([OH:8])=[O:7])=[CH:4][N:3]=1. (7) Given the reactants [Cl:1][C:2]1[CH:7]=[C:6]([CH3:8])[CH:5]=[C:4]([CH3:9])[C:3]=1[N:10]1[CH2:15][CH2:14][CH2:13][C:12]2=[C:16](C(O)=O)[N:17]([CH3:19])[N:18]=[C:11]12.[C:23]([OH:27])([CH3:26])([CH3:25])[CH3:24].C([N:30]([CH2:33]C)CC)C.C1(P(N=[N+]=[N-])(C2C=CC=CC=2)=[O:42])C=CC=CC=1, predict the reaction product. The product is: [C:23]([O:27][C:33](=[O:42])[NH:30][C:16]1[N:17]([CH3:19])[N:18]=[C:11]2[C:12]=1[CH2:13][CH2:14][CH2:15][N:10]2[C:3]1[C:4]([CH3:9])=[CH:5][C:6]([CH3:8])=[CH:7][C:2]=1[Cl:1])([CH3:26])([CH3:25])[CH3:24]. (8) Given the reactants C(#N)CC.[N:5]([CH:8]1C[CH2:11][CH2:10][CH2:9]1)=C=S.BrCC(C1ON=C(C2C=CC=CC=2)C=1)=O.C(#N)CCC.[O:33]([C:40]1[CH:45]=[CH:44][C:43]([N:46]=[C:47]=[S:48])=[CH:42][CH:41]=1)[C:34]1[CH:39]=[CH:38][CH:37]=[CH:36][CH:35]=1.Br[CH2:50][C:51]([C:53]1[CH:58]=[CH:57][CH:56]=[CH:55][CH:54]=1)=[O:52], predict the reaction product. The product is: [NH2:5][C:8]1[C:9]([CH2:10][CH3:11])=[C:47]([NH:46][C:43]2[CH:44]=[CH:45][C:40]([O:33][C:34]3[CH:35]=[CH:36][CH:37]=[CH:38][CH:39]=3)=[CH:41][CH:42]=2)[S:48][C:50]=1[C:51]([C:53]1[CH:58]=[CH:57][CH:56]=[CH:55][CH:54]=1)=[O:52]. (9) Given the reactants [F:1][C:2]1[CH:7]=[CH:6][CH:5]=[C:4]([F:8])[C:3]=1[C:9]1[C:18]2[CH:17]=[C:16]([C:19]#[N:20])[CH:15]=[CH:14][C:13]=2[C:12]2[N:21](COCC[Si](C)(C)C)[N:22]=[C:23]([NH:24][CH:25]3[CH2:30][CH2:29][N:28]([S:31]([CH2:34][CH3:35])(=[O:33])=[O:32])[CH2:27][CH2:26]3)[C:11]=2[N:10]=1.S(=O)(=O)(O)[OH:45].N, predict the reaction product. The product is: [F:8][C:4]1[CH:5]=[CH:6][CH:7]=[C:2]([F:1])[C:3]=1[C:9]1[C:18]2[CH:17]=[C:16]([C:19]([NH2:20])=[O:45])[CH:15]=[CH:14][C:13]=2[C:12]2[NH:21][N:22]=[C:23]([NH:24][CH:25]3[CH2:30][CH2:29][N:28]([S:31]([CH2:34][CH3:35])(=[O:32])=[O:33])[CH2:27][CH2:26]3)[C:11]=2[N:10]=1.